Dataset: Forward reaction prediction with 1.9M reactions from USPTO patents (1976-2016). Task: Predict the product of the given reaction. (1) Given the reactants [CH3:1][O:2][C:3]1[C:4](=[O:15])[CH:5]=[C:6]([C:9]2[CH:14]=[CH:13][CH:12]=[CH:11][CH:10]=2)O[CH:8]=1.CC(O)=O.[NH2:20][C:21]1[CH:22]=[C:23]([C:27]2[CH:32]=[CH:31][CH:30]=[CH:29][CH:28]=2)[CH:24]=[CH:25][CH:26]=1, predict the reaction product. The product is: [C:23]1([C:27]2[CH:28]=[CH:29][CH:30]=[CH:31][CH:32]=2)[CH:24]=[CH:25][CH:26]=[C:21]([N:20]2[CH:8]=[C:3]([O:2][CH3:1])[C:4](=[O:15])[CH:5]=[C:6]2[C:9]2[CH:10]=[CH:11][CH:12]=[CH:13][CH:14]=2)[CH:22]=1. (2) Given the reactants [Br:1][C:2]1[CH:7]=[CH:6][C:5]([N+:8]([O-:10])=[O:9])=[CH:4][CH:3]=1.[Cl:11][S:12](O)(=[O:14])=[O:13], predict the reaction product. The product is: [Br:1][C:2]1[CH:7]=[CH:6][C:5]([N+:8]([O-:10])=[O:9])=[CH:4][C:3]=1[S:12]([Cl:11])(=[O:14])=[O:13]. (3) Given the reactants [N+:1]([C:4]1[CH:9]=[C:8]([C:10]([F:13])([F:12])[F:11])[CH:7]=[CH:6][C:5]=1[S:14]([NH:17][C:18]1[CH:19]=[CH:20][CH:21]=[C:22]2[C:27]=1[N:26]=[CH:25][CH:24]=[CH:23]2)(=[O:16])=[O:15])([O-])=O.O.O.[Sn](Cl)Cl, predict the reaction product. The product is: [NH2:1][C:4]1[CH:9]=[C:8]([C:10]([F:12])([F:11])[F:13])[CH:7]=[CH:6][C:5]=1[S:14]([NH:17][C:18]1[CH:19]=[CH:20][CH:21]=[C:22]2[C:27]=1[N:26]=[CH:25][CH:24]=[CH:23]2)(=[O:15])=[O:16]. (4) Given the reactants [Br-].[CH2:2]([P+](C1C=CC=CC=1)(C1C=CC=CC=1)C1C=CC=CC=1)[CH2:3][C:4]1[CH:9]=[CH:8][CH:7]=[CH:6][CH:5]=1.[Li]CCCC.[CH3:34][CH:35]([CH2:39][CH2:40][CH:41]=[C:42]([CH3:44])[CH3:43])[CH2:36][CH:37]=O, predict the reaction product. The product is: [CH3:34][CH:35]([CH2:39][CH2:40][CH:41]=[C:42]([CH3:44])[CH3:43])[CH2:36][CH:37]=[CH:2][CH2:3][C:4]1[CH:5]=[CH:6][CH:7]=[CH:8][CH:9]=1. (5) Given the reactants [CH2:1]([CH:19]([CH2:24][CH2:25][CH2:26][CH2:27][CH2:28][CH2:29][CH2:30][CH2:31][CH2:32][CH2:33][CH2:34][CH2:35][CH2:36][CH2:37][CH2:38][CH2:39][CH2:40][CH3:41])[CH2:20][CH2:21][CH2:22]O)[CH2:2][CH2:3][CH2:4][CH2:5][CH2:6][CH2:7][CH2:8][CH2:9][CH2:10][CH2:11][CH2:12][CH2:13][CH2:14][CH2:15][CH2:16][CH2:17][CH3:18].C1C=CC(P(C2C=CC=CC=2)C2C=CC=CC=2)=CC=1.N1C=CN=C1.[I:66]I, predict the reaction product. The product is: [I:66][CH2:22][CH2:21][CH2:20][CH:19]([CH2:24][CH2:25][CH2:26][CH2:27][CH2:28][CH2:29][CH2:30][CH2:31][CH2:32][CH2:33][CH2:34][CH2:35][CH2:36][CH2:37][CH2:38][CH2:39][CH2:40][CH3:41])[CH2:1][CH2:2][CH2:3][CH2:4][CH2:5][CH2:6][CH2:7][CH2:8][CH2:9][CH2:10][CH2:11][CH2:12][CH2:13][CH2:14][CH2:15][CH2:16][CH2:17][CH3:18].